This data is from Full USPTO retrosynthesis dataset with 1.9M reactions from patents (1976-2016). The task is: Predict the reactants needed to synthesize the given product. (1) Given the product [CH3:18][N:14]1[C:15]2[C:11](=[CH:10][C:9]([OH:8])=[CH:17][CH:16]=2)[CH:12]=[CH:13]1, predict the reactants needed to synthesize it. The reactants are: C([O:8][C:9]1[CH:10]=[C:11]2[C:15](=[CH:16][CH:17]=1)[N:14]([CH3:18])[CH:13]=[CH:12]2)C1C=CC=CC=1. (2) Given the product [CH2:1]([C:3]1[O:4][C:5]([C:23]2[CH:24]=[CH:25][CH:26]=[CH:27][CH:28]=2)=[CH:6][C:7]=1[CH:8]([NH:13][C:14]1[CH:22]=[CH:21][C:17]([C:52]([N:30]([CH3:29])[CH2:31][CH2:32][C:33]([OH:35])=[O:34])=[O:51])=[CH:16][CH:15]=1)[CH2:9][CH:10]([CH3:12])[CH3:11])[CH3:2], predict the reactants needed to synthesize it. The reactants are: [CH2:1]([C:3]1[O:4][C:5]([C:23]2[CH:28]=[CH:27][CH:26]=[CH:25][CH:24]=2)=[CH:6][C:7]=1[CH:8]([NH:13][C:14]1[CH:22]=[CH:21][C:17](C(O)=O)=[CH:16][CH:15]=1)[CH2:9][CH:10]([CH3:12])[CH3:11])[CH3:2].[CH3:29][NH:30][CH2:31][CH2:32][C:33]([O:35]CC)=[O:34].Cl.C(N=C=NCCCN(C)C)C.O.[OH:51][C:52]1C2N=NNC=2C=CC=1.